This data is from HIV replication inhibition screening data with 41,000+ compounds from the AIDS Antiviral Screen. The task is: Binary Classification. Given a drug SMILES string, predict its activity (active/inactive) in a high-throughput screening assay against a specified biological target. (1) The compound is O=C1OC(=O)C2CC3C(CC12)C1(Cl)C(Cl)=C(Cl)C3(Cl)C1(Cl)Cl. The result is 0 (inactive). (2) The molecule is Cc1cc(-c2ccc(N=Nc3ccc4c(S(=O)(O)=[OH+])cc(S(=O)(=O)[O-])c(N)c4c3O)c(C)c2)ccc1N=Nc1ccc2c(S(=O)(=O)[O-])cc(S(=O)(O)=[OH+])c(N)c2c1O.[GaH3]. The result is 1 (active). (3) The molecule is CC(=O)C1=C(O)C2C3c4c[nH]c5cccc(c45)CC3C(C)(C)N2C1=O. The result is 0 (inactive). (4) The drug is COc1ccc(NCC(=O)Nn2c(-c3ccccc3)nc3ccccc3c2=O)cc1. The result is 0 (inactive). (5) The compound is CCOC(=O)C1(C(=O)OCC)Cc2c([nH]c3ccccc23)CN1C(=O)c1ccccc1. The result is 0 (inactive).